The task is: Predict the reaction yield, written as a fraction of the theoretical maximum amount of product (1.0 means a 100% yield; for example, 0.34 means a 34% yield).. This data is from Reaction yield outcomes from USPTO patents with 853,638 reactions. (1) The reactants are [C:1]([O:5][C:6]1[CH:41]=[CH:40][CH:39]=[CH:38][C:7]=1[CH2:8][N:9]([CH2:20][CH2:21][CH2:22][CH2:23][CH2:24][CH2:25][N:26]1[CH2:31][CH2:30][CH:29](C2C=CC=CC=2)[CH2:28][CH2:27]1)[CH2:10][CH2:11][NH:12][C:13](=[O:19])[O:14][C:15]([CH3:18])([CH3:17])[CH3:16])([CH3:4])([CH3:3])[CH3:2].BrCCCCCCN([CH2:60][C:61]1[CH:66]=[CH:65][CH:64]=[CH:63][C:62]=1OC(C)(C)C)CCNC(=O)OC(C)(C)C.C(C1CCNCC1)C1C=CC=CC=1.C([O-])([O-])=O.[K+].[K+]. No catalyst specified. The product is [C:15]([O:14][C:13](=[O:19])[NH:12][CH2:11][CH2:10][N:9]([CH2:20][CH2:21][CH2:22][CH2:23][CH2:24][CH2:25][N:26]1[CH2:27][CH2:28][CH:29]([CH2:60][C:61]2[CH:66]=[CH:65][CH:64]=[CH:63][CH:62]=2)[CH2:30][CH2:31]1)[CH2:8][C:7]1[CH:38]=[CH:39][CH:40]=[CH:41][C:6]=1[O:5][C:1]([CH3:3])([CH3:2])[CH3:4])([CH3:17])([CH3:16])[CH3:18]. The yield is 0.580. (2) The reactants are [C:1]1([N:7]2[C:12](=[O:13])[C:11]3[S:14][CH:15]=[C:16]([C:17]4[CH:22]=[CH:21][CH:20]=[CH:19][CH:18]=4)[C:10]=3[N:9]=[CH:8]2)[CH:6]=[CH:5][CH:4]=[CH:3][CH:2]=1.NC1C(C2C=CC=CC=2)=CSC=1C(OC)=O.C(OCC)(OCC)OCC.[F:49]C1C=CC=CC=1N. The catalyst is C(O)(=O)C. The product is [F:49][C:2]1[CH:3]=[CH:4][CH:5]=[CH:6][C:1]=1[N:7]1[C:12](=[O:13])[C:11]2[S:14][CH:15]=[C:16]([C:17]3[CH:18]=[CH:19][CH:20]=[CH:21][CH:22]=3)[C:10]=2[N:9]=[CH:8]1. The yield is 0.260. (3) The reactants are [CH3:1][C:2]1([CH3:16])[CH2:10][C:9]2[NH:8][N:7]=[C:6]([C:11]([F:14])([F:13])[F:12])[C:5]=2[C:4](=[O:15])[CH2:3]1.[H-].[Na+].[Br:19][C:20]1[CH:27]=[C:26](F)[CH:25]=[CH:24][C:21]=1[C:22]#[N:23]. The yield is 0.910. The product is [Br:19][C:20]1[CH:27]=[C:26]([N:8]2[C:9]3[CH2:10][C:2]([CH3:16])([CH3:1])[CH2:3][C:4](=[O:15])[C:5]=3[C:6]([C:11]([F:14])([F:13])[F:12])=[N:7]2)[CH:25]=[CH:24][C:21]=1[C:22]#[N:23]. The catalyst is CN(C=O)C.